The task is: Predict the reactants needed to synthesize the given product.. This data is from Full USPTO retrosynthesis dataset with 1.9M reactions from patents (1976-2016). (1) Given the product [C:1]([O:5][C:6](=[O:26])[NH:7][CH:8]1[CH2:13][CH2:12][CH:11]([CH2:14][NH:15][C:16]2[C:21]([N+:22]([O-:24])=[O:23])=[CH:20][N:19]=[C:18]([NH:41][CH2:40][C:36]3[C:31]([O:30][CH:27]([CH3:28])[CH3:29])=[N:32][CH:33]=[CH:34][CH:35]=3)[N:17]=2)[CH2:10][CH2:9]1)([CH3:4])([CH3:3])[CH3:2], predict the reactants needed to synthesize it. The reactants are: [C:1]([O:5][C:6](=[O:26])[NH:7][CH:8]1[CH2:13][CH2:12][CH:11]([CH2:14][NH:15][C:16]2[C:21]([N+:22]([O-:24])=[O:23])=[CH:20][N:19]=[C:18](Cl)[N:17]=2)[CH2:10][CH2:9]1)([CH3:4])([CH3:3])[CH3:2].[CH:27]([O:30][C:31]1[C:36](NC)=[CH:35][CH:34]=[CH:33][N:32]=1)([CH3:29])[CH3:28].C[CH2:40][N:41](C(C)C)C(C)C. (2) Given the product [C:8]([C:6]1[CH:5]=[CH:4][N:3]=[C:2]([N:13]([CH3:12])[S:14]([CH3:17])(=[O:16])=[O:15])[N:7]=1)#[N:9], predict the reactants needed to synthesize it. The reactants are: Cl[C:2]1[N:7]=[C:6]([C:8]#[N:9])[CH:5]=[CH:4][N:3]=1.[H-].[Na+].[CH3:12][NH:13][S:14]([CH3:17])(=[O:16])=[O:15]. (3) Given the product [Cl:12][C:7]1[CH:6]=[C:5]2[C:10]([N:11]=[C:2]([N:21]3[CH2:22][CH2:23][N:18]([CH3:17])[CH2:19][CH2:20]3)[C:3]3[N:4]2[CH2:13][CH:14]([CH3:16])[N:15]=3)=[CH:9][CH:8]=1, predict the reactants needed to synthesize it. The reactants are: Cl[C:2]1[C:3]2[N:4]([CH2:13][CH:14]([CH3:16])[N:15]=2)[C:5]2[C:10]([N:11]=1)=[CH:9][CH:8]=[C:7]([Cl:12])[CH:6]=2.[CH3:17][N:18]1[CH2:23][CH2:22][NH:21][CH2:20][CH2:19]1.CCN(CC)CC. (4) Given the product [C:3]1([CH:2]=[CH:1][C:26]2[CH:27]=[CH:28][CH:29]=[CH:31][CH:30]=2)[CH:8]=[CH:7][CH:6]=[CH:5][CH:4]=1.[SiH3:9][O:10][SiH3:11], predict the reactants needed to synthesize it. The reactants are: [CH2:1]=[CH:2][C:3]1[CH:8]=[CH:7][CH:6]=[CH:5][CH:4]=1.[SiH3:9][O:10][SiH3:11].[F-].[CH2:26]([N+]([CH2:26][CH2:27][CH2:28][CH3:29])([CH2:26][CH2:27][CH2:28][CH3:29])[CH2:26][CH2:27][CH2:28][CH3:29])[CH2:27][CH2:28][CH3:29].[CH2:30]1COC[CH2:31]1. (5) Given the product [C:56]([C:51]1[CH:52]=[C:53]2[C:48](=[C:49]([F:60])[CH:50]=1)[C:47](=[O:61])[N:46]([C:32]1[CH:33]=[CH:34][CH:35]=[C:36]([C:2]3[CH:3]=[C:4]([NH:11][C:12]4[CH:17]=[CH:16][C:15]([C:18]([N:20]5[CH2:25][CH2:24][O:23][CH2:22][CH2:21]5)=[O:19])=[CH:14][CH:13]=4)[C:5]4[N:6]([CH:8]=[CH:9][N:10]=4)[CH:7]=3)[C:31]=1[CH2:30][O:29][C:26](=[O:28])[CH3:27])[N:55]=[CH:54]2)([CH3:57])([CH3:58])[CH3:59], predict the reactants needed to synthesize it. The reactants are: Br[C:2]1[CH:3]=[C:4]([NH:11][C:12]2[CH:17]=[CH:16][C:15]([C:18]([N:20]3[CH2:25][CH2:24][O:23][CH2:22][CH2:21]3)=[O:19])=[CH:14][CH:13]=2)[C:5]2[N:6]([CH:8]=[CH:9][N:10]=2)[CH:7]=1.[C:26]([O:29][CH2:30][C:31]1[C:36](B2OC(C)(C)C(C)(C)O2)=[CH:35][CH:34]=[CH:33][C:32]=1[N:46]1[N:55]=[CH:54][C:53]2[C:48](=[C:49]([F:60])[CH:50]=[C:51]([C:56]([CH3:59])([CH3:58])[CH3:57])[CH:52]=2)[C:47]1=[O:61])(=[O:28])[CH3:27].C([O-])([O-])=O.[K+].[K+].CC(C1C=C(C(C)C)C(C2C=CC=CC=2P(C2CCCCC2)C2CCCCC2)=C(C(C)C)C=1)C. (6) Given the product [CH2:1]([O:8][CH2:9][CH2:10][N:11]1[C:17](=[O:18])[C@@H:16]([NH:19][C:20](=[O:27])[C@@:21]([F:26])([CH3:25])[C:22]([NH:40][CH2:39][CH2:38][C:37]([F:42])([F:41])[F:36])=[O:23])[C:15]2[CH:28]=[CH:29][CH:30]=[CH:31][C:14]=2[C:13]2[CH:32]=[CH:33][CH:34]=[CH:35][C:12]1=2)[C:2]1[CH:3]=[CH:4][CH:5]=[CH:6][CH:7]=1, predict the reactants needed to synthesize it. The reactants are: [CH2:1]([O:8][CH2:9][CH2:10][N:11]1[C:17](=[O:18])[C@@H:16]([NH:19][C:20](=[O:27])[C@@:21]([F:26])([CH3:25])[C:22](O)=[O:23])[C:15]2[CH:28]=[CH:29][CH:30]=[CH:31][C:14]=2[C:13]2[CH:32]=[CH:33][CH:34]=[CH:35][C:12]1=2)[C:2]1[CH:7]=[CH:6][CH:5]=[CH:4][CH:3]=1.[F:36][C:37]([F:42])([F:41])[CH2:38][CH2:39][NH2:40]. (7) Given the product [ClH:41].[O:1]1[C:10]2[CH:9]=[C:8]([CH2:11][NH:12][CH:20]3[CH2:25][CH2:24][N:23]([CH2:26][CH2:27][N:28]4[C:33](=[O:34])[CH:32]=[N:31][C:30]5[CH:35]=[CH:36][C:37]([O:39][CH3:40])=[N:38][C:29]4=5)[CH2:22][CH2:21]3)[N:7]=[CH:6][C:5]=2[O:4][CH2:3][CH2:2]1, predict the reactants needed to synthesize it. The reactants are: [O:1]1[C:10]2[CH:9]=[C:8]([CH2:11][N:12]([CH:20]3[CH2:25][CH2:24][N:23]([CH2:26][CH2:27][N:28]4[C:33](=[O:34])[CH:32]=[N:31][C:30]5[CH:35]=[CH:36][C:37]([O:39][CH3:40])=[N:38][C:29]4=5)[CH2:22][CH2:21]3)C(=O)OC(C)(C)C)[N:7]=[CH:6][C:5]=2[O:4][CH2:3][CH2:2]1.[ClH:41].C(O)C.